This data is from Peptide-MHC class I binding affinity with 185,985 pairs from IEDB/IMGT. The task is: Regression. Given a peptide amino acid sequence and an MHC pseudo amino acid sequence, predict their binding affinity value. This is MHC class I binding data. (1) The peptide sequence is NHIYNRYGDTL. The MHC is Mamu-A07 with pseudo-sequence Mamu-A07. The binding affinity (normalized) is 0.743. (2) The peptide sequence is MTFPVSLEY. The MHC is HLA-A24:02 with pseudo-sequence HLA-A24:02. The binding affinity (normalized) is 0.0847. (3) The peptide sequence is VPRENATAF. The MHC is HLA-B51:01 with pseudo-sequence HLA-B51:01. The binding affinity (normalized) is 0.0847. (4) The peptide sequence is LRRGGRWIL. The MHC is Mamu-B03 with pseudo-sequence Mamu-B03. The binding affinity (normalized) is 0.396. (5) The peptide sequence is ETFNTPAMY. The MHC is HLA-A03:01 with pseudo-sequence HLA-A03:01. The binding affinity (normalized) is 0.145. (6) The peptide sequence is AEMKTDAA. The MHC is HLA-A24:02 with pseudo-sequence HLA-A24:02. The binding affinity (normalized) is 0. (7) The peptide sequence is GSKYRGLPK. The MHC is HLA-B18:01 with pseudo-sequence HLA-B18:01. The binding affinity (normalized) is 0.0847. (8) The peptide sequence is YTYSGLFCVV. The MHC is HLA-A68:02 with pseudo-sequence HLA-A68:02. The binding affinity (normalized) is 1.00. (9) The peptide sequence is SEINNLNLT. The MHC is HLA-A31:01 with pseudo-sequence HLA-A31:01. The binding affinity (normalized) is 0.0847. (10) The peptide sequence is IPYLRNYMVI. The MHC is H-2-Kb with pseudo-sequence H-2-Kb. The binding affinity (normalized) is 0.0343.